From a dataset of KCNQ2 potassium channel screen with 302,405 compounds. Binary Classification. Given a drug SMILES string, predict its activity (active/inactive) in a high-throughput screening assay against a specified biological target. (1) The molecule is S(=O)(=O)(N1C(CCCC1)CCNC(=O)C(=O)NCCc1ccc(OC)cc1)c1ccccc1. The result is 0 (inactive). (2) The drug is O1CCN(CCn2c(=O)c3n4CC(CN(c4nc3n(c2=O)C)c2ccc(OC)cc2)C)CC1. The result is 0 (inactive).